This data is from Forward reaction prediction with 1.9M reactions from USPTO patents (1976-2016). The task is: Predict the product of the given reaction. (1) Given the reactants Br[CH2:2][CH2:3][CH2:4][CH2:5][CH2:6][CH2:7][CH2:8][CH2:9][CH2:10][CH2:11][CH2:12][CH2:13][N:14]1[C:22](=[O:23])[C:21]2[C:16](=[CH:17][CH:18]=[CH:19][CH:20]=2)[C:15]1=[O:24].[CH2:25]([O:27][P:28]([O:32]CC)[O:29][CH2:30][CH3:31])[CH3:26], predict the reaction product. The product is: [O:24]=[C:15]1[C:16]2[C:21](=[CH:20][CH:19]=[CH:18][CH:17]=2)[C:22](=[O:23])[N:14]1[CH2:13][CH2:12][CH2:11][CH2:10][CH2:9][CH2:8][CH2:7][CH2:6][CH2:5][CH2:4][CH2:3][CH2:2][P:28](=[O:32])([O:29][CH2:30][CH3:31])[O:27][CH2:25][CH3:26]. (2) Given the reactants F[C:2]1[CH:7]=[CH:6][C:5]([N+:8]([O-:10])=[O:9])=[CH:4][CH:3]=1.C(=O)([O-])[O-].[K+].[K+].[F:17][C:18]1[CH:23]=[CH:22][C:21]([OH:24])=[CH:20][CH:19]=1.CCOC(C)=O, predict the reaction product. The product is: [F:17][C:18]1[CH:23]=[CH:22][C:21]([O:24][C:6]2[CH:7]=[CH:2][CH:3]=[CH:4][C:5]=2[N+:8]([O-:10])=[O:9])=[CH:20][CH:19]=1. (3) Given the reactants [CH3:1][C:2]([O:5][C:6]([NH:8][C:9]([O:11][C:12]([CH3:15])([CH3:14])[CH3:13])=[O:10])=[O:7])([CH3:4])[CH3:3].[C:16]1(P([C:16]2[CH:21]=CC=[CH:18][CH:17]=2)[C:16]2[CH:21]=CC=[CH:18][CH:17]=2)[CH:21]=CC=[CH:18][CH:17]=1.C(O)CC#C.CCOC(/N=N/C(OCC)=O)=O, predict the reaction product. The product is: [C:2]([O:5][C:6]([N:8]([CH2:18][CH2:17][C:16]#[CH:21])[C:9]([O:11][C:12]([CH3:15])([CH3:14])[CH3:13])=[O:10])=[O:7])([CH3:1])([CH3:3])[CH3:4]. (4) Given the reactants [OH:1][CH2:2][CH2:3][O:4][C:5]1[CH:13]=[CH:12][C:8](C(O)=O)=[CH:7][CH:6]=1.[C:14]([O:18]C=C)(=[O:17])C=C.C[O:29][C:26]1[CH:28]=[CH:27][C:26]([OH:29])=[CH:28][CH:27]=1, predict the reaction product. The product is: [C:26]([O:1][CH2:2][CH2:3][O:4][C:5]1[CH:6]=[CH:7][CH:8]=[CH:12][C:13]=1[C:14]([OH:18])=[O:17])(=[O:29])[CH:27]=[CH2:28]. (5) Given the reactants [CH3:1][C:2]1[C:3]([CH3:21])=[CH:4][C:5]2[N:14]([CH2:15][CH:16]=O)[C:13]3[C:8]([C:9](=[O:19])[NH:10][C:11](=[O:18])[N:12]=3)=[N:7][C:6]=2[CH:20]=1.[NH2:22][C:23]1[CH:24]=[C:25]([CH:33]=[CH:34][CH:35]=1)[C:26]([O:28][C:29]([CH3:32])([CH3:31])[CH3:30])=[O:27], predict the reaction product. The product is: [C:29]([O:28][C:26](=[O:27])[C:25]1[CH:33]=[CH:34][CH:35]=[C:23]([NH:22][CH2:16][CH2:15][N:14]2[C:13]3[C:8]([C:9](=[O:19])[NH:10][C:11](=[O:18])[N:12]=3)=[N:7][C:6]3[CH:20]=[C:2]([CH3:1])[C:3]([CH3:21])=[CH:4][C:5]2=3)[CH:24]=1)([CH3:32])([CH3:30])[CH3:31]. (6) Given the reactants [N:1]1([C:7]2[CH:12]=[CH:11][C:10]([NH:13][C:14]([C:16]3[N:17]=[C:18]([C:25]4[CH:30]=[CH:29][CH:28]=[CH:27][CH:26]=4)[O:19][C:20]=3[C:21]([F:24])([F:23])[F:22])=[O:15])=[CH:9][CH:8]=2)[CH2:6][CH2:5][NH:4][CH2:3][CH2:2]1.[NH:31]1[C:35]([CH:36]2[CH2:41][CH2:40][CH:39]([C:42](O)=[O:43])[CH2:38][CH2:37]2)=[N:34][N:33]=[N:32]1.Cl.C(N=C=NCCCN(C)C)C, predict the reaction product. The product is: [NH:34]1[C:35]([CH:36]2[CH2:37][CH2:38][CH:39]([C:42]([N:4]3[CH2:5][CH2:6][N:1]([C:7]4[CH:12]=[CH:11][C:10]([NH:13][C:14]([C:16]5[N:17]=[C:18]([C:25]6[CH:30]=[CH:29][CH:28]=[CH:27][CH:26]=6)[O:19][C:20]=5[C:21]([F:22])([F:24])[F:23])=[O:15])=[CH:9][CH:8]=4)[CH2:2][CH2:3]3)=[O:43])[CH2:40][CH2:41]2)=[N:31][N:32]=[N:33]1. (7) The product is: [Cl:18][C:4]1[C:5](=[O:17])[N:6]([C:9]2[CH:14]=[CH:13][C:12]([O:15][CH3:16])=[CH:11][CH:10]=2)[N:7]([CH3:8])[C:3]=1[CH2:2][N:32]1[CH2:31][CH2:30][C:29]2([NH:25][CH2:26][NH:27][C:28]2=[O:35])[CH2:34][CH2:33]1. Given the reactants Br[CH2:2][C:3]1[N:7]([CH3:8])[N:6]([C:9]2[CH:14]=[CH:13][C:12]([O:15][CH3:16])=[CH:11][CH:10]=2)[C:5](=[O:17])[C:4]=1[Cl:18].C1([N:25]2[C:29]3([CH2:34][CH2:33][NH:32][CH2:31][CH2:30]3)[C:28](=[O:35])[NH:27][CH2:26]2)C=CC=CC=1, predict the reaction product.